Regression. Given a peptide amino acid sequence and an MHC pseudo amino acid sequence, predict their binding affinity value. This is MHC class I binding data. From a dataset of Peptide-MHC class I binding affinity with 185,985 pairs from IEDB/IMGT. (1) The peptide sequence is AMQDPNPEV. The MHC is HLA-A02:11 with pseudo-sequence HLA-A02:11. The binding affinity (normalized) is 0.851. (2) The peptide sequence is SESSDSGSGFWKAL. The MHC is Mamu-B3901 with pseudo-sequence Mamu-B3901. The binding affinity (normalized) is 0.631. (3) The peptide sequence is YIYIVNMFY. The MHC is HLA-B27:05 with pseudo-sequence HLA-B27:05. The binding affinity (normalized) is 0.0847. (4) The peptide sequence is YITDYSNDI. The MHC is HLA-A69:01 with pseudo-sequence HLA-A69:01. The binding affinity (normalized) is 0.0847. (5) The peptide sequence is FLFLMSGRGI. The MHC is HLA-A02:01 with pseudo-sequence HLA-A02:01. The binding affinity (normalized) is 0.867.